This data is from Forward reaction prediction with 1.9M reactions from USPTO patents (1976-2016). The task is: Predict the product of the given reaction. (1) Given the reactants C(=O)([O-])[O-].[Na+].[Na+].[CH3:7][O:8][C:9]1[C:14](B(O)O)=[CH:13][CH:12]=[CH:11][N:10]=1.[C:18]([O:22][C:23](=[O:34])[NH:24][C@@H:25]([C:27]1[CH:32]=[CH:31][C:30](Br)=[CH:29][CH:28]=1)[CH3:26])([CH3:21])([CH3:20])[CH3:19], predict the reaction product. The product is: [C:18]([O:22][C:23](=[O:34])[NH:24][C@@H:25]([C:27]1[CH:28]=[CH:29][C:30]([C:14]2[C:9]([O:8][CH3:7])=[N:10][CH:11]=[CH:12][CH:13]=2)=[CH:31][CH:32]=1)[CH3:26])([CH3:19])([CH3:20])[CH3:21]. (2) Given the reactants [CH3:1][O:2][C:3]1[CH:4]=[C:5](B(O)O)[CH:6]=[CH:7][CH:8]=1.[OH-].[Na+].[ClH:14].[N:15]12[CH2:22][CH2:21][CH:18]([CH2:19][CH2:20]1)[C@@H:17]([NH:23][C:24]([C:26]1[O:27][C:28]3[CH:34]=[CH:33][C:32](Br)=[CH:31][C:29]=3[CH:30]=1)=[O:25])[CH2:16]2, predict the reaction product. The product is: [ClH:14].[N:15]12[CH2:22][CH2:21][CH:18]([CH2:19][CH2:20]1)[C@@H:17]([NH:23][C:24]([C:26]1[O:27][C:28]3[CH:34]=[CH:33][C:32]([C:7]4[CH:6]=[CH:5][CH:4]=[C:3]([O:2][CH3:1])[CH:8]=4)=[CH:31][C:29]=3[CH:30]=1)=[O:25])[CH2:16]2. (3) Given the reactants [CH3:1][O:2][C:3]1[CH:4]=[C:5]([CH2:11][CH2:12][NH2:13])[CH:6]=[CH:7][C:8]=1[O:9][CH3:10].C(N(CC)CC)C.[CH2:21](Br)[C:22]1[CH:27]=[CH:26][CH:25]=[CH:24][CH:23]=1, predict the reaction product. The product is: [CH2:21]([NH:13][CH2:12][CH2:11][C:5]1[CH:6]=[CH:7][C:8]([O:9][CH3:10])=[C:3]([O:2][CH3:1])[CH:4]=1)[C:22]1[CH:27]=[CH:26][CH:25]=[CH:24][CH:23]=1. (4) Given the reactants [CH2:1]([C:8]1[CH:9]=[C:10]([Br:18])[C:11](OC)=[C:12]([CH:15]=1)C=O)[C:2]1[CH:7]=[CH:6][CH:5]=[CH:4][CH:3]=1.[BH4-].[Na+].Cl.[C:22](Br)(Br)(Br)[Br:23].C1(P(C2C=CC=CC=2)C2C=CC=CC=2)C=CC=CC=1.[O-][Si]([O-])=O.[Mg+2], predict the reaction product. The product is: [CH2:1]([C:8]1[C:15]([CH2:22][Br:23])=[CH:12][CH:11]=[C:10]([Br:18])[CH:9]=1)[C:2]1[CH:3]=[CH:4][CH:5]=[CH:6][CH:7]=1. (5) Given the reactants Cl[C@@H:2]([CH:14]([CH3:16])[CH3:15])[CH2:3][N-:4][C:5]1[CH:10]=[C:9]([Cl:11])[CH:8]=[C:7]([Cl:12])[C:6]=1[OH:13].C(=O)([O-])[O-:18].[K+].[K+].O, predict the reaction product. The product is: [Cl:11][C:9]1[CH:8]=[C:7]([Cl:12])[C:6]2[O:13][C@H:2]([CH:14]([CH3:16])[CH3:15])[C:3](=[O:18])[NH:4][C:5]=2[CH:10]=1. (6) Given the reactants Br[CH2:2][CH:3]([F:18])[CH2:4][CH2:5][N:6]1[CH:10]=[C:9]([C:11]([O:13][C:14]([CH3:17])([CH3:16])[CH3:15])=[O:12])[N:8]=[N:7]1.[N-:19]=[N+:20]=[N-:21].[Na+].CC(O)=O.CCN(C(C)C)C(C)C.[C:36]([N:38]1[C:46](=[O:47])[C:45]2[C:40](=[CH:41][CH:42]=[CH:43][CH:44]=2)[C:39]1=[O:48])#[CH:37].[NH4+].[OH-], predict the reaction product. The product is: [O:48]=[C:39]1[C:40]2[C:45](=[CH:44][CH:43]=[CH:42][CH:41]=2)[C:46](=[O:47])[N:38]1[C:36]1[N:19]=[N:20][N:21]([CH2:2][CH:3]([F:18])[CH2:4][CH2:5][N:6]2[CH:10]=[C:9]([C:11]([O:13][C:14]([CH3:17])([CH3:16])[CH3:15])=[O:12])[N:8]=[N:7]2)[CH:37]=1. (7) Given the reactants [C:1]([C:3]1[CH:11]=[C:10]2[C:6]([C:7](/[CH:12]=[CH:13]/[C:14]([OH:16])=[O:15])=[N:8][NH:9]2)=[CH:5][CH:4]=1)#N.[Na].C(O)(=[O:20])C.N1C=CC=CC=1, predict the reaction product. The product is: [CH:1]([C:3]1[CH:11]=[C:10]2[C:6]([C:7](/[CH:12]=[CH:13]/[C:14]([OH:16])=[O:15])=[N:8][NH:9]2)=[CH:5][CH:4]=1)=[O:20]. (8) Given the reactants [C:1]1([C:30]2[CH:35]=[CH:34][CH:33]=[CH:32][CH:31]=2)[CH:6]=[CH:5][C:4]([CH:7]2[CH:26]=[C:25]3[C:10](=[C:11](Br)[C:12]4[CH:13]=[C:14]5[C:22]([C:23]([CH3:28])([CH3:27])[C:24]=43)=[C:21]3[C:16]([CH:17]=[CH:18][CH:19]=[CH:20]3)=[N:15]5)[CH:9]=[CH:8]2)=[CH:3][CH:2]=1.[C:36]1([N:42]2[C:54]3[CH:53]=[CH:52][C:51](B4OC(C)(C)C(C)(C)O4)=[CH:50][C:49]=3[C:48]3[C:43]2=[CH:44][CH:45]=[CH:46][CH:47]=3)[CH:41]=[CH:40][CH:39]=[CH:38][CH:37]=1.C(=O)([O-])[O-].[K+].[K+], predict the reaction product. The product is: [C:1]1([C:30]2[CH:35]=[CH:34][CH:33]=[CH:32][CH:31]=2)[CH:6]=[CH:5][C:4]([CH:7]2[CH:26]=[C:25]3[C:10](=[C:11]([C:51]4[CH:52]=[CH:53][C:54]5[N:42]([C:36]6[CH:41]=[CH:40][CH:39]=[CH:38][CH:37]=6)[C:43]6[C:48]([C:49]=5[CH:50]=4)=[CH:47][CH:46]=[CH:45][CH:44]=6)[C:12]4[CH:13]=[C:14]5[C:22]([C:23]([CH3:28])([CH3:27])[C:24]=43)=[C:21]3[C:16]([CH:17]=[CH:18][CH:19]=[CH:20]3)=[N:15]5)[CH:9]=[CH:8]2)=[CH:3][CH:2]=1. (9) Given the reactants [C:1]([O:5][C:6]([N:8]1[CH2:13][CH2:12][CH:11]([NH:14][CH2:15][C:16]2[CH:21]=[CH:20][CH:19]=[CH:18][CH:17]=2)[CH2:10][CH2:9]1)=[O:7])([CH3:4])([CH3:3])[CH3:2].I[C:23]1[CH:28]=[CH:27][C:26]([N+:29]([O-:31])=[O:30])=[CH:25][CH:24]=1.N#N, predict the reaction product. The product is: [C:1]([O:5][C:6]([N:8]1[CH2:13][CH2:12][CH:11]([N:14]([CH2:15][C:16]2[CH:21]=[CH:20][CH:19]=[CH:18][CH:17]=2)[C:23]2[CH:28]=[CH:27][C:26]([N+:29]([O-:31])=[O:30])=[CH:25][CH:24]=2)[CH2:10][CH2:9]1)=[O:7])([CH3:4])([CH3:2])[CH3:3].